Dataset: Peptide-MHC class II binding affinity with 134,281 pairs from IEDB. Task: Regression. Given a peptide amino acid sequence and an MHC pseudo amino acid sequence, predict their binding affinity value. This is MHC class II binding data. (1) The peptide sequence is ANGKLHDKKSMGDDH. The MHC is HLA-DQA10104-DQB10503 with pseudo-sequence HLA-DQA10104-DQB10503. The binding affinity (normalized) is 0. (2) The peptide sequence is AARLFKAFILDGDKL. The MHC is HLA-DPA10201-DPB10101 with pseudo-sequence HLA-DPA10201-DPB10101. The binding affinity (normalized) is 0.449. (3) The peptide sequence is DPMHPVTTAPSTA. The MHC is DRB1_0401 with pseudo-sequence DRB1_0401. The binding affinity (normalized) is 0.145.